From a dataset of NCI-60 drug combinations with 297,098 pairs across 59 cell lines. Regression. Given two drug SMILES strings and cell line genomic features, predict the synergy score measuring deviation from expected non-interaction effect. (1) Synergy scores: CSS=50.8, Synergy_ZIP=4.06, Synergy_Bliss=9.39, Synergy_Loewe=-8.81, Synergy_HSA=9.29. Drug 2: N.N.Cl[Pt+2]Cl. Drug 1: COC1=C2C(=CC3=C1OC=C3)C=CC(=O)O2. Cell line: U251. (2) Drug 1: CCC1(CC2CC(C3=C(CCN(C2)C1)C4=CC=CC=C4N3)(C5=C(C=C6C(=C5)C78CCN9C7C(C=CC9)(C(C(C8N6C)(C(=O)OC)O)OC(=O)C)CC)OC)C(=O)OC)O.OS(=O)(=O)O. Drug 2: C#CCC(CC1=CN=C2C(=N1)C(=NC(=N2)N)N)C3=CC=C(C=C3)C(=O)NC(CCC(=O)O)C(=O)O. Cell line: SNB-19. Synergy scores: CSS=-2.41, Synergy_ZIP=0.0266, Synergy_Bliss=-1.67, Synergy_Loewe=-0.826, Synergy_HSA=-1.94.